Dataset: Full USPTO retrosynthesis dataset with 1.9M reactions from patents (1976-2016). Task: Predict the reactants needed to synthesize the given product. (1) Given the product [C:10]([C:9]1[CH:13]=[C:14]([CH:15]=[CH:16][C:8]=1[Cl:7])[O:17][CH:23]1[CH2:28][CH2:27][N:26]([C:29]([O:31][C:32]([CH3:35])([CH3:34])[CH3:33])=[O:30])[CH2:25][CH2:24]1)(=[O:11])[NH2:12], predict the reactants needed to synthesize it. The reactants are: C(=O)([O-])[O-].[K+].[K+].[Cl:7][C:8]1[CH:16]=[CH:15][C:14]([OH:17])=[CH:13][C:9]=1[C:10]([NH2:12])=[O:11].CS(O[CH:23]1[CH2:28][CH2:27][N:26]([C:29]([O:31][C:32]([CH3:35])([CH3:34])[CH3:33])=[O:30])[CH2:25][CH2:24]1)(=O)=O. (2) Given the product [CH3:24][N:25]([CH3:53])[C:26](=[O:52])[C:27]1[CH:32]=[CH:31][C:30]([NH:33][C:34]([NH:36][C:37]2[CH:38]=[CH:39][C:40]([C:2]3[N:11]=[C:10]([N:12]4[CH2:17][CH2:16][O:15][CH2:14][CH2:13]4)[C:9]4[C:4](=[CH:5][C:6]([C:18]5[O:19][C:20]([CH3:23])=[CH:21][CH:22]=5)=[CH:7][CH:8]=4)[N:3]=3)=[CH:41][CH:42]=2)=[O:35])=[CH:29][CH:28]=1, predict the reactants needed to synthesize it. The reactants are: Cl[C:2]1[N:11]=[C:10]([N:12]2[CH2:17][CH2:16][O:15][CH2:14][CH2:13]2)[C:9]2[C:4](=[CH:5][C:6]([C:18]3[O:19][C:20]([CH3:23])=[CH:21][CH:22]=3)=[CH:7][CH:8]=2)[N:3]=1.[CH3:24][N:25]([CH3:53])[C:26](=[O:52])[C:27]1[CH:32]=[CH:31][C:30]([NH:33][C:34]([NH:36][C:37]2[CH:42]=[CH:41][C:40](B3OC(C)(C)C(C)(C)O3)=[CH:39][CH:38]=2)=[O:35])=[CH:29][CH:28]=1.C(=O)([O-])[O-].[Na+].[Na+].C1(C)C=CC=CC=1. (3) Given the product [Br:1][C:2]1[N:6]2[C:7]([N:29]3[CH2:30][CH2:31][N:26]([CH3:25])[CH2:27][CH2:28]3)=[CH:8][CH:9]=[CH:10][C:5]2=[N:4][C:3]=1[CH2:12][N:13]([CH3:24])[C@@H:14]1[C:23]2[N:22]=[CH:21][CH:20]=[CH:19][C:18]=2[CH2:17][CH2:16][CH2:15]1, predict the reactants needed to synthesize it. The reactants are: [Br:1][C:2]1[N:6]2[C:7](F)=[CH:8][CH:9]=[CH:10][C:5]2=[N:4][C:3]=1[CH2:12][N:13]([CH3:24])[C@@H:14]1[C:23]2[N:22]=[CH:21][CH:20]=[CH:19][C:18]=2[CH2:17][CH2:16][CH2:15]1.[CH3:25][N:26]1[CH2:31][CH2:30][NH:29][CH2:28][CH2:27]1. (4) Given the product [C:3]([C:7]1[N:11]([CH3:23])[C:10]([C:12]([O:14][CH3:15])=[O:13])=[C:9]([N+:16]([O-:18])=[O:17])[CH:8]=1)([CH3:6])([CH3:4])[CH3:5], predict the reactants needed to synthesize it. The reactants are: [OH-].[Na+].[C:3]([C:7]1[NH:11][C:10]([C:12]([O:14][CH3:15])=[O:13])=[C:9]([N+:16]([O-:18])=[O:17])[CH:8]=1)([CH3:6])([CH3:5])[CH3:4].S(OC)(O[CH3:23])(=O)=O. (5) Given the product [O:47]=[C:25]1[NH:24][C:23](=[O:48])[C:22]([N:55]2[CH:59]=[CH:58][C:57]([C:60]#[N:61])=[N:56]2)=[CH:27][N:26]1[CH2:28][CH2:29][CH2:30][N:31]1[CH2:36][C@H:35]2[C@:33]([C:37]3[CH:42]=[CH:41][C:40]([C:43]([F:46])([F:45])[F:44])=[CH:39][CH:38]=3)([CH2:34]2)[CH2:32]1, predict the reactants needed to synthesize it. The reactants are: CN[C@@H]1CCCC[C@H]1NC.CN[C@@H]1CCCC[C@H]1NC.I[C:22]1[C:23](=[O:48])[NH:24][C:25](=[O:47])[N:26]([CH2:28][CH2:29][CH2:30][N:31]2[CH2:36][C@H:35]3[C@:33]([C:37]4[CH:42]=[CH:41][C:40]([C:43]([F:46])([F:45])[F:44])=[CH:39][CH:38]=4)([CH2:34]3)[CH2:32]2)[CH:27]=1.C([O-])([O-])=O.[K+].[K+].[NH:55]1[CH:59]=[CH:58][C:57]([C:60]#[N:61])=[N:56]1.